Dataset: Catalyst prediction with 721,799 reactions and 888 catalyst types from USPTO. Task: Predict which catalyst facilitates the given reaction. (1) The catalyst class is: 2. Product: [C:30]([C:27]([C:23]1[CH:22]=[C:21]([CH:26]=[CH:25][CH:24]=1)[C:20]([NH:19][C:14]1[CH:15]=[CH:16][C:17]([CH3:18])=[C:12]([N:8]2[C:7](=[O:33])[C:6]3[C:11](=[C:2]([NH:1][C:37]([CH:34]4[CH2:36][CH2:35]4)=[O:38])[CH:3]=[CH:4][CH:5]=3)[N:10]=[CH:9]2)[CH:13]=1)=[O:32])([CH3:29])[CH3:28])#[N:31]. Reactant: [NH2:1][C:2]1[CH:3]=[CH:4][CH:5]=[C:6]2[C:11]=1[N:10]=[CH:9][N:8]([C:12]1[CH:13]=[C:14]([NH:19][C:20](=[O:32])[C:21]3[CH:26]=[CH:25][CH:24]=[C:23]([C:27]([C:30]#[N:31])([CH3:29])[CH3:28])[CH:22]=3)[CH:15]=[CH:16][C:17]=1[CH3:18])[C:7]2=[O:33].[CH:34]1([C:37](Cl)=[O:38])[CH2:36][CH2:35]1.C(N(CC)CC)C. (2) Reactant: [OH-].[Na+].[CH:3]1([C:6]2[CH:11]=[C:10]([CH2:12][N:13]3[CH2:18][CH2:17][CH:16]([N:19]4[CH:24]=[CH:23][C:22]([C:25]([O:27]C)=[O:26])=[C:21]([CH2:29][CH3:30])[C:20]4=[O:31])[CH2:15][CH2:14]3)[C:9]([O:32][CH:33]([CH3:35])[CH3:34])=[CH:8][C:7]=2[C:36]2[CH:41]=[CH:40][C:39]([F:42])=[CH:38][CH:37]=2)[CH2:5][CH2:4]1.Cl. Product: [CH:3]1([C:6]2[CH:11]=[C:10]([CH2:12][N:13]3[CH2:18][CH2:17][CH:16]([N:19]4[CH:24]=[CH:23][C:22]([C:25]([OH:27])=[O:26])=[C:21]([CH2:29][CH3:30])[C:20]4=[O:31])[CH2:15][CH2:14]3)[C:9]([O:32][CH:33]([CH3:35])[CH3:34])=[CH:8][C:7]=2[C:36]2[CH:41]=[CH:40][C:39]([F:42])=[CH:38][CH:37]=2)[CH2:4][CH2:5]1. The catalyst class is: 5.